Dataset: Full USPTO retrosynthesis dataset with 1.9M reactions from patents (1976-2016). Task: Predict the reactants needed to synthesize the given product. (1) Given the product [CH3:6][O:7][N:8]=[C:14]([C:11]1[CH:12]=[CH:13][O:9][N:10]=1)[C:16]1[CH:21]=[CH:20][CH:19]=[CH:18][C:17]=1[CH2:22][O:23][C:24]1[CH:29]=[C:28]([CH3:30])[CH:27]=[CH:26][C:25]=1[CH3:31], predict the reactants needed to synthesize it. The reactants are: C(O)CC.Cl.[CH3:6][O:7][NH2:8].[O:9]1[CH:13]=[CH:12][C:11]([C:14]([C:16]2[CH:21]=[CH:20][CH:19]=[CH:18][C:17]=2[CH2:22][O:23][C:24]2[CH:29]=[C:28]([CH3:30])[CH:27]=[CH:26][C:25]=2[CH3:31])=O)=[N:10]1. (2) Given the product [C:1]([O:5][C:6]([N:8]1[CH2:12][C@@H:11]([NH2:13])[CH2:10][C@H:9]1[C:31](=[O:47])[NH:32][C:33]1[CH:38]=[CH:37][C:36]([N:39]2[CH:44]=[CH:43][CH:42]=[CH:41][C:40]2=[O:45])=[CH:35][C:34]=1[F:46])=[O:7])([CH3:4])([CH3:2])[CH3:3], predict the reactants needed to synthesize it. The reactants are: [C:1]([O:5][C:6]([N:8]1[CH2:12][C@@H:11]([NH:13]C(OCC2C3C=CC=CC=3C3C2=CC=CC=3)=O)[CH2:10][C@H:9]1[C:31](=[O:47])[NH:32][C:33]1[CH:38]=[CH:37][C:36]([N:39]2[CH:44]=[CH:43][CH:42]=[CH:41][C:40]2=[O:45])=[CH:35][C:34]=1[F:46])=[O:7])([CH3:4])([CH3:3])[CH3:2].N1CCCCC1. (3) Given the product [CH2:1]([C:8]1[N:19]=[C:11]2[N:12]=[C:13]([CH2:17][S:39][C:34]3[CH:35]=[CH:36][C:37]([CH3:38])=[C:32]([CH3:31])[CH:33]=3)[CH:14]=[C:15]([OH:16])[N:10]2[N:9]=1)[C:2]1[CH:7]=[CH:6][CH:5]=[CH:4][CH:3]=1, predict the reactants needed to synthesize it. The reactants are: [CH2:1]([C:8]1[N:19]=[C:11]2[N:12]=[C:13]([CH2:17]Cl)[CH:14]=[C:15]([OH:16])[N:10]2[N:9]=1)[C:2]1[CH:7]=[CH:6][CH:5]=[CH:4][CH:3]=1.C1CCN2C(=NCCC2)CC1.[CH3:31][C:32]1[CH:33]=[C:34]([SH:39])[CH:35]=[CH:36][C:37]=1[CH3:38]. (4) Given the product [O:1]1[CH:5]=[CH:4][CH:3]=[C:2]1[C:6]1[C:7]2[S:20][CH:19]=[CH:18][C:8]=2[N:9]=[C:10]([CH2:12][CH2:13][OH:14])[N:11]=1, predict the reactants needed to synthesize it. The reactants are: [O:1]1[CH:5]=[CH:4][CH:3]=[C:2]1[C:6]1[C:7]2[S:20][CH:19]=[CH:18][C:8]=2[N:9]=[C:10]([CH2:12][C:13](OCC)=[O:14])[N:11]=1.[H-].C([Al+]CC(C)C)C(C)C. (5) Given the product [C:1]([C:3]1[CH:8]=[CH:7][C:6]([CH:9]2[C:18]3[C:13](=[CH:14][C:15]([CH3:22])=[N:16][C:17]=3[O:19][CH2:20][CH3:21])[NH:12][C:11]([CH3:23])=[C:10]2[C:24]([NH2:37])=[O:26])=[C:5]([O:27][CH3:28])[CH:4]=1)#[N:2], predict the reactants needed to synthesize it. The reactants are: [C:1]([C:3]1[CH:8]=[CH:7][C:6]([CH:9]2[C:18]3[C:13](=[CH:14][C:15]([CH3:22])=[N:16][C:17]=3[O:19][CH2:20][CH3:21])[NH:12][C:11]([CH3:23])=[C:10]2[C:24]([OH:26])=O)=[C:5]([O:27][CH3:28])[CH:4]=1)#[N:2].C(OCC)(=O)C.C(N1C=CN=C1)([N:37]1C=CN=C1)=O.N. (6) The reactants are: [Cl:1][C:2]1[CH:3]=[CH:4][C:5]([C:39]#[N:40])=[C:6]([C:8]2[C:13]([O:14][CH3:15])=[CH:12][N:11]([CH:16]([CH2:33][C:34]3([CH3:37])[CH2:36][CH2:35]3)[C:17]([NH:19][C:20]3[CH:32]=[CH:31][C:23]([C:24]([O:26]C(C)(C)C)=[O:25])=[CH:22][CH:21]=3)=[O:18])[C:10](=[O:38])[CH:9]=2)[CH:7]=1.C(O)(C(F)(F)F)=O. Given the product [Cl:1][C:2]1[CH:3]=[CH:4][C:5]([C:39]#[N:40])=[C:6]([C:8]2[C:13]([O:14][CH3:15])=[CH:12][N:11]([CH:16]([CH2:33][C:34]3([CH3:37])[CH2:36][CH2:35]3)[C:17]([NH:19][C:20]3[CH:32]=[CH:31][C:23]([C:24]([OH:26])=[O:25])=[CH:22][CH:21]=3)=[O:18])[C:10](=[O:38])[CH:9]=2)[CH:7]=1, predict the reactants needed to synthesize it.